Dataset: hERG potassium channel inhibition data for cardiac toxicity prediction from Karim et al.. Task: Regression/Classification. Given a drug SMILES string, predict its toxicity properties. Task type varies by dataset: regression for continuous values (e.g., LD50, hERG inhibition percentage) or binary classification for toxic/non-toxic outcomes (e.g., AMES mutagenicity, cardiotoxicity, hepatotoxicity). Dataset: herg_karim. (1) The molecule is O=C(CCCN1CCCCC1)Nc1cc(-c2cccc(F)c2)n[nH]1. The result is 1 (blocker). (2) The compound is CN1C[C@@H]2C[C@H]1CN2c1ccc(-c2ccc3[nH]c(C(F)(F)F)cc3c2)nc1. The result is 1 (blocker). (3) The compound is O=C(CNc1noc2ccc(C(F)(F)F)cc12)NC1CN([C@H]2CC[C@@H](c3ccc4c(c3)OCO4)CC2)C1. The result is 1 (blocker). (4) The molecule is OC(c1ccccc1)(c1ccccc1)C1CCN(CCCOc2ccc(-c3ccccc3)cc2)CC1. The result is 1 (blocker). (5) The compound is O=C(NC1CC1c1ccccc1)N1CCC(c2nc(-c3ccccc3C(F)(F)F)no2)CC1. The result is 1 (blocker).